This data is from Forward reaction prediction with 1.9M reactions from USPTO patents (1976-2016). The task is: Predict the product of the given reaction. (1) Given the reactants Cl[C:2]1[C:3]2[N:11]=[C:10]([C:12]3[CH:17]=[CH:16][C:15]([F:18])=[CH:14][CH:13]=3)[CH:9]=[CH:8][C:4]=2[N:5]=[CH:6][N:7]=1.Cl[C:20]1[CH:21]=[CH:22]C2N=C(N)N=C(N3C=NC=N3)C=2N=1, predict the reaction product. The product is: [F:18][C:15]1[CH:16]=[CH:17][C:12]([C:10]2[CH:9]=[CH:8][C:4]3[N:5]=[CH:6][N:7]=[C:2]([CH2:20][CH2:21][CH3:22])[C:3]=3[N:11]=2)=[CH:13][CH:14]=1. (2) Given the reactants [F:1][C:2]1[CH:7]=[CH:6][C:5]([C:8]2[O:9][C:10]3[CH:16]=[CH:15][C:14](I)=[CH:13][C:11]=3[CH:12]=2)=[CH:4][CH:3]=1.[C:18]1([SH:24])[CH:23]=[CH:22][CH:21]=[CH:20][CH:19]=1.C(O)CO.C(=O)([O-])[O-].[K+].[K+], predict the reaction product. The product is: [F:1][C:2]1[CH:7]=[CH:6][C:5]([C:8]2[O:9][C:10]3[CH:16]=[CH:15][C:14]([S:24][C:18]4[CH:23]=[CH:22][CH:21]=[CH:20][CH:19]=4)=[CH:13][C:11]=3[CH:12]=2)=[CH:4][CH:3]=1. (3) Given the reactants [Cl:1][C:2]1[N:7]2[CH:8]=[CH:9][N:10]=[C:6]2[C:5]([O:11][CH2:12][C@@H:13]2[CH2:18][CH2:17][CH2:16][N:15](C(OC(C)(C)C)=O)[CH2:14]2)=[N:4][C:3]=1[C:26]1[CH:31]=[CH:30][C:29]([C:32]#[N:33])=[CH:28][CH:27]=1.F[C:35](F)(F)[C:36](O)=[O:37].BrCCO, predict the reaction product. The product is: [Cl:1][C:2]1[N:7]2[CH:8]=[CH:9][N:10]=[C:6]2[C:5]([O:11][CH2:12][C@@H:13]2[CH2:18][CH2:17][CH2:16][N:15]([CH2:35][CH2:36][OH:37])[CH2:14]2)=[N:4][C:3]=1[C:26]1[CH:27]=[CH:28][C:29]([C:32]#[N:33])=[CH:30][CH:31]=1. (4) Given the reactants [NH:1]1[CH2:6][CH2:5][NH:4][CH2:3][CH2:2]1.Br[CH2:8][CH2:9][Cl:10].C([O-])([O-])=O.[K+].[K+], predict the reaction product. The product is: [Cl:10][CH:9]1[CH2:8][NH:4][CH2:3][CH2:2][N:1]1[CH2:6][CH3:5]. (5) Given the reactants Cl[CH2:2][C:3]1[N:4]=[C:5]2[S:12][C:11]([CH3:13])=[C:10]([CH:14]3[CH2:19][CH2:18][CH2:17][CH2:16][CH2:15]3)[N:6]2[C:7](=[O:9])[CH:8]=1.C(=O)([O-])[O-].[K+].[K+].[I-].[K+].[CH2:28]([NH:30][C:31]1[CH:36]=[CH:35][C:34]([F:37])=[CH:33][CH:32]=1)[CH3:29], predict the reaction product. The product is: [CH:14]1([C:10]2[N:6]3[C:7](=[O:9])[CH:8]=[C:3]([CH2:2][N:30]([CH2:28][CH3:29])[C:31]4[CH:36]=[CH:35][C:34]([F:37])=[CH:33][CH:32]=4)[N:4]=[C:5]3[S:12][C:11]=2[CH3:13])[CH2:19][CH2:18][CH2:17][CH2:16][CH2:15]1. (6) Given the reactants [O:1]1[C:6]2[CH:7]=[CH:8][C:9]([OH:11])=[CH:10][C:5]=2[O:4][CH2:3][CH2:2]1.C([Mg]Cl)(C)C.[C:17]1([CH:23]([C:35]2[CH:40]=[CH:39][CH:38]=[CH:37][CH:36]=2)[N:24]2[C:32]3[C:27](=[CH:28][CH:29]=[CH:30][CH:31]=3)[C:26](=[O:33])[C:25]2=[O:34])[CH:22]=[CH:21][CH:20]=[CH:19][CH:18]=1.O, predict the reaction product. The product is: [C:35]1([CH:23]([C:17]2[CH:22]=[CH:21][CH:20]=[CH:19][CH:18]=2)[N:24]2[C:32]3[C:27](=[CH:28][CH:29]=[CH:30][CH:31]=3)[C:26]([OH:33])([C:8]3[C:9]([OH:11])=[CH:10][C:5]4[O:4][CH2:3][CH2:2][O:1][C:6]=4[CH:7]=3)[C:25]2=[O:34])[CH:36]=[CH:37][CH:38]=[CH:39][CH:40]=1. (7) Given the reactants [NH:1]1[CH2:6][CH2:5][C:4](=O)[NH:3][C:2]1=O.[CH2:9]([NH:12][C:13]([NH2:15])=[O:14])[CH2:10][CH3:11].[C:16]([CH2:18][C:19]([O:21]CC)=O)#[N:17].BrBr.[NH2:26][CH2:27][C:28]([O:30][CH2:31][CH3:32])=[O:29].C(OC(OCC)OCC)C, predict the reaction product. The product is: [NH:1]1[CH:6]=[C:5]2[C:4]([N:12]=[CH:13][NH:15]2)=[N:3][CH2:2]1.[O:14]=[C:13]1[NH:17][C:16]2[N:1]=[CH:2][N:26]([CH2:27][C:28]([O:30][CH2:31][CH3:32])=[O:29])[C:18]=2[C:19](=[O:21])[N:12]1[CH2:9][CH2:10][CH3:11].